This data is from Forward reaction prediction with 1.9M reactions from USPTO patents (1976-2016). The task is: Predict the product of the given reaction. (1) Given the reactants [NH:1]1[C:9]2[C:4](=[CH:5][C:6]([C:10]([OH:12])=O)=[CH:7][CH:8]=2)[CH:3]=[CH:2]1.[F:13][C:14]([F:18])([F:17])[CH2:15][NH2:16], predict the reaction product. The product is: [F:13][C:14]([F:18])([F:17])[CH2:15][NH:16][C:10]([C:6]1[CH:5]=[C:4]2[C:9](=[CH:8][CH:7]=1)[NH:1][CH:2]=[CH:3]2)=[O:12]. (2) Given the reactants [I-].[CH3:2][C:3]1[N:10]2[C:6](=[NH+:7][C:8]3[CH:14]=[CH:13][C:12]([C:15]([F:18])([F:17])[F:16])=[CH:11][C:9]=32)[S:5][CH:4]=1.C([O-])(O)=O.[Na+], predict the reaction product. The product is: [CH3:2][C:3]1[N:10]2[C:6](=[N:7][C:8]3[CH:14]=[CH:13][C:12]([C:15]([F:18])([F:16])[F:17])=[CH:11][C:9]=32)[S:5][CH:4]=1. (3) Given the reactants [O:1]1CCCO[CH:2]1[C:7]1[CH:12]=[CH:11][C:10]([C:13]([C:15]2[CH:20]=[CH:19][CH:18]=[CH:17][C:16]=2[C:21]([F:24])([F:23])[F:22])=[O:14])=[CH:9][CH:8]=1.O, predict the reaction product. The product is: [F:22][C:21]([F:23])([F:24])[C:16]1[CH:17]=[CH:18][CH:19]=[CH:20][C:15]=1[C:13]([C:10]1[CH:11]=[CH:12][C:7]([CH:2]=[O:1])=[CH:8][CH:9]=1)=[O:14]. (4) Given the reactants Br[C:2]1[CH:3]=[C:4]2[C:9](=[CH:10][CH:11]=1)[CH:8]=[N:7][CH:6]=[C:5]2[Cl:12].CC(C)([O-])C.[Na+].[CH3:19][O:20][CH2:21][CH2:22][NH2:23], predict the reaction product. The product is: [Cl:12][C:5]1[C:4]2[C:9](=[CH:10][CH:11]=[C:2]([NH:23][CH2:22][CH2:21][O:20][CH3:19])[CH:3]=2)[CH:8]=[N:7][CH:6]=1. (5) Given the reactants [N+]([O-])(O)=O.[Br:5][C:6]1[CH:11]=[CH:10][C:9]([N:12]=[C:13]([NH:15][NH2:16])[NH2:14])=[CH:8][CH:7]=1.[CH:17](O)=O.[OH-].[Na+], predict the reaction product. The product is: [Br:5][C:6]1[CH:7]=[CH:8][C:9]([N:12]2[CH:17]=[N:16][N:15]=[C:13]2[NH2:14])=[CH:10][CH:11]=1.